From a dataset of CYP2D6 inhibition data for predicting drug metabolism from PubChem BioAssay. Regression/Classification. Given a drug SMILES string, predict its absorption, distribution, metabolism, or excretion properties. Task type varies by dataset: regression for continuous measurements (e.g., permeability, clearance, half-life) or binary classification for categorical outcomes (e.g., BBB penetration, CYP inhibition). Dataset: cyp2d6_veith. (1) The drug is CCc1c(O)c2c(c(O)c1C(C)=O)C(=O)c1c(cc(O)c(C(=O)O)c1C(=O)O)C2=O. The result is 0 (non-inhibitor). (2) The drug is COCC(=O)N(C)c1nnc(-c2ccc([N+](=O)[O-])cc2)s1. The result is 0 (non-inhibitor). (3) The drug is C[C@@]1(C(NC(=O)c2ccccc2)c2ccc(-c3ccccc3)cc2)C[C@H]1C1CCCCC1. The result is 0 (non-inhibitor). (4) The result is 1 (inhibitor). The molecule is COc1ccccc1CNc1ncncc1-c1ccccc1C(F)(F)F. (5) The drug is O=C(OCCNC(=O)c1ccc2ccccc2n1)c1ccc(F)cc1. The result is 1 (inhibitor). (6) The compound is Cc1nc(-n2[nH]c3c(c2=O)CCCC3)[nH]c(=O)c1Cc1ccccc1. The result is 0 (non-inhibitor). (7) The drug is Cc1ccc(S(=O)(=O)Oc2cc(S(=O)(=O)O)cc3cc(S(=O)(=O)O)cc(N)c23)cc1. The result is 0 (non-inhibitor).